This data is from Forward reaction prediction with 1.9M reactions from USPTO patents (1976-2016). The task is: Predict the product of the given reaction. (1) Given the reactants O=C[C@@H]([C@H]([C@@H]([C@@H](CO)O)O)O)O.[F:13][C:14]1[CH:19]=[CH:18][CH:17]=[CH:16][C:15]=1[C:20](=[O:22])[CH3:21].[OH-].[Na+], predict the reaction product. The product is: [F:13][C:14]1[CH:19]=[CH:18][CH:17]=[CH:16][C:15]=1[CH:20]([OH:22])[CH3:21]. (2) Given the reactants [C:1]([N:8]([CH2:16][C:17]1[CH:22]=[CH:21][C:20]([C:23]([NH:25][C@H:26]([C:41]([OH:43])=[O:42])[CH2:27][CH2:28][CH2:29][NH:30]C(OCC2C=CC=CC=2)=O)=[O:24])=[CH:19][N:18]=1)[CH2:9][C:10]1[CH:15]=[CH:14][CH:13]=[CH:12][N:11]=1)([O:3][C:4]([CH3:7])([CH3:6])[CH3:5])=[O:2].[N:44]1[C:53]2[C:52](=O)[CH2:51][CH2:50][CH2:49][C:48]=2[CH:47]=[CH:46][CH:45]=1.C([BH3-])#N.[Na+], predict the reaction product. The product is: [C:1]([N:8]([CH2:16][C:17]1[CH:22]=[CH:21][C:20]([C:23]([NH:25][C@@H:26]([CH2:27][CH2:28][CH2:29][NH:30][CH:52]2[C:53]3[N:44]=[CH:45][CH:46]=[CH:47][C:48]=3[CH2:49][CH2:50][CH2:51]2)[C:41]([OH:43])=[O:42])=[O:24])=[CH:19][N:18]=1)[CH2:9][C:10]1[CH:15]=[CH:14][CH:13]=[CH:12][N:11]=1)([O:3][C:4]([CH3:6])([CH3:7])[CH3:5])=[O:2]. (3) Given the reactants [OH:1][CH:2]1[CH:7]2[CH2:8][CH2:9][N:4]([CH2:5][CH2:6]2)[CH2:3]1.I[C:11]1[CH:16]=[CH:15][C:14]([O:17][C:18]2[CH:23]=[CH:22][CH:21]=[CH:20][CH:19]=2)=[CH:13][CH:12]=1.N1C2C(=CC=C3C=2N=CC=C3)C=CC=1.C([O-])([O-])=O.[Cs+].[Cs+], predict the reaction product. The product is: [O:17]([C:18]1[CH:19]=[CH:20][C:21]([O:1][CH:2]2[CH:7]3[CH2:8][CH2:9][N:4]([CH2:5][CH2:6]3)[CH2:3]2)=[CH:22][CH:23]=1)[C:14]1[CH:15]=[CH:16][CH:11]=[CH:12][CH:13]=1. (4) Given the reactants [OH:1][CH2:2][C:3]1[O:4][C:5]([CH2:8][OH:9])=[CH:6][CH:7]=1.[H][H], predict the reaction product. The product is: [CH2:2]([OH:1])[CH:3]([OH:4])[CH2:7][CH2:6][CH2:5][CH2:8][OH:9]. (5) The product is: [C:1]([C:5]1[O:9][N:8]=[C:7]([NH:10][C:11]([NH:13][C:14]2[CH:19]=[CH:18][CH:17]=[C:16]([O:20][C:21]3[C:30]4[C:25](=[CH:26][C:27]([O:33][CH2:34][CH2:35][N:37]5[CH2:42][CH2:41][O:40][CH2:39][CH2:38]5)=[C:28]([O:31][CH3:32])[CH:29]=4)[N:24]=[CH:23][N:22]=3)[CH:15]=2)=[O:12])[CH:6]=1)([CH3:4])([CH3:3])[CH3:2]. Given the reactants [C:1]([C:5]1[O:9][N:8]=[C:7]([NH:10][C:11]([NH:13][C:14]2[CH:19]=[CH:18][CH:17]=[C:16]([O:20][C:21]3[C:30]4[C:25](=[CH:26][C:27]([O:33][CH2:34][CH2:35]Cl)=[C:28]([O:31][CH3:32])[CH:29]=4)[N:24]=[CH:23][N:22]=3)[CH:15]=2)=[O:12])[CH:6]=1)([CH3:4])([CH3:3])[CH3:2].[NH:37]1[CH2:42][CH2:41][O:40][CH2:39][CH2:38]1.C(N(C(C)C)CC)(C)C, predict the reaction product.